The task is: Predict the reactants needed to synthesize the given product.. This data is from Retrosynthesis with 50K atom-mapped reactions and 10 reaction types from USPTO. (1) The reactants are: ClCCCSCc1ccccc1.OO. Given the product O=S(CCCCl)Cc1ccccc1, predict the reactants needed to synthesize it. (2) Given the product O=c1cc(NC2CCN(Cc3ccc4ccccc4c3)CC2)c2cc(OC(F)F)ccc2o1, predict the reactants needed to synthesize it. The reactants are: NC1CCN(Cc2ccc3ccccc3c2)CC1.O=c1cc(OS(=O)(=O)C(F)(F)F)c2cc(OC(F)F)ccc2o1. (3) The reactants are: C1CN[C@H](CN2CCCC2)C1.O=C(O)c1cccc(-c2cnc3c(c2)N(Cc2cc(Cl)ccc2C(F)(F)F)CCN3)c1. Given the product O=C(c1cccc(-c2cnc3c(c2)N(Cc2cc(Cl)ccc2C(F)(F)F)CCN3)c1)N1CCC[C@H]1CN1CCCC1, predict the reactants needed to synthesize it. (4) Given the product COc1cc(C)nc(C)c1, predict the reactants needed to synthesize it. The reactants are: CN(C)C=O.Cc1cc(Cl)cc(C)n1. (5) Given the product CCOC(=O)C(C)(C)Cn1ncc2cc(-c3noc(-c4cnc(OC(C)C)c(Cl)c4)n3)ccc21, predict the reactants needed to synthesize it. The reactants are: CC(C)Oc1ncc(-c2nc(-c3ccc4[nH]ncc4c3)no2)cc1Cl.CCOC(=O)C(C)(C)CBr. (6) Given the product Cc1cc(Br)c2c(c1)N(C(=O)OCc1ccccc1)CCO2, predict the reactants needed to synthesize it. The reactants are: Cc1cc(Br)c2c(c1)NCCO2.O=C(Cl)OCc1ccccc1. (7) Given the product CS(=O)(=O)OCC1CN(C(c2ccccc2)c2ccccc2)C1, predict the reactants needed to synthesize it. The reactants are: CS(=O)(=O)Cl.OCC1CN(C(c2ccccc2)c2ccccc2)C1. (8) Given the product c1ccc2c(c1)c1ccccc1n2-c1ccc2scc(-n3c4ccccc4c4ccccc43)c2c1, predict the reactants needed to synthesize it. The reactants are: Clc1ccc2scc(-n3c4ccccc4c4ccccc43)c2c1.c1ccc2c(c1)[nH]c1ccccc12. (9) Given the product O=C(O)Cn1c(=O)oc2cc(-c3ccccc3)c(Cl)cc21, predict the reactants needed to synthesize it. The reactants are: CCOC(=O)Cn1c(=O)oc2cc(-c3ccccc3)c(Cl)cc21. (10) Given the product COc1cc2nc(S(=O)(=O)Nc3c(Cl)cccc3Cl)nn2c(OC)n1, predict the reactants needed to synthesize it. The reactants are: CC(=O)O.COc1cc2nc(S(=O)(=O)Nc3c(Cl)cccc3Cl)nn2c(Cl)n1.